From a dataset of Forward reaction prediction with 1.9M reactions from USPTO patents (1976-2016). Predict the product of the given reaction. (1) Given the reactants [C:1]([C:3]1[CH:4]=[C:5]([CH:17]=[CH:18][CH:19]=1)[CH2:6][O:7][CH2:8][C:9]1[O:13][N:12]=[C:11]([C:14]([OH:16])=O)[CH:10]=1)#[N:2].C(N(CC)CC)C.Cl.C(N=C=NCCCN(C)C)C.ON1C2C=CC=CC=2N=N1.[O:49]1[CH2:54][CH2:53][CH:52]([CH2:55][NH2:56])[CH2:51][CH2:50]1, predict the reaction product. The product is: [O:49]1[CH2:54][CH2:53][CH:52]([CH2:55][NH:56][C:14]([C:11]2[CH:10]=[C:9]([CH2:8][O:7][CH2:6][C:5]3[CH:17]=[CH:18][CH:19]=[C:3]([C:1]#[N:2])[CH:4]=3)[O:13][N:12]=2)=[O:16])[CH2:51][CH2:50]1. (2) Given the reactants N12CCCN=C1CCCCC2.[Cl:12][C:13]1[CH:18]=[C:17](Cl)[C:16]([N+:20]([O-:22])=[O:21])=[CH:15][C:14]=1[CH3:23].[NH2:24][CH2:25][CH2:26][N:27]1[CH2:32][CH2:31][CH:30]([C:33]([O:35][CH2:36][CH3:37])=[O:34])[CH2:29][CH2:28]1, predict the reaction product. The product is: [Cl:12][C:13]1[C:14]([CH3:23])=[CH:15][C:16]([N+:20]([O-:22])=[O:21])=[C:17]([NH:24][CH2:25][CH2:26][N:27]2[CH2:32][CH2:31][CH:30]([C:33]([O:35][CH2:36][CH3:37])=[O:34])[CH2:29][CH2:28]2)[CH:18]=1.